Task: Predict the reaction yield, written as a fraction of the theoretical maximum amount of product (1.0 means a 100% yield; for example, 0.34 means a 34% yield).. Dataset: Reaction yield outcomes from USPTO patents with 853,638 reactions The reactants are [CH2:1]([C:5]1([CH2:32][CH2:33][CH2:34][CH3:35])[C:14]2[C:9](=[CH:10][C:11]([F:15])=[CH:12][CH:13]=2)[C:8]([OH:16])=[C:7]([C:17]2[NH:22][C:21]3[CH:23]=[CH:24][C:25]([CH:27]=C)=[CH:26][C:20]=3[S:19](=[O:30])(=[O:29])[N:18]=2)[C:6]1=[O:31])[CH2:2][CH2:3][CH3:4].I([O-])(=O)(=O)=[O:37].[Na+]. The catalyst is O1CCOCC1.O.C(O)(C)(C)C.[Cl-].[NH4+].[Os](=O)(=O)(=O)=O. The product is [CH2:32]([C:5]1([CH2:1][CH2:2][CH2:3][CH3:4])[C:14]2[C:9](=[CH:10][C:11]([F:15])=[CH:12][CH:13]=2)[C:8]([OH:16])=[C:7]([C:17]2[NH:22][C:21]3[CH:23]=[CH:24][C:25]([CH:27]=[O:37])=[CH:26][C:20]=3[S:19](=[O:30])(=[O:29])[N:18]=2)[C:6]1=[O:31])[CH2:33][CH2:34][CH3:35]. The yield is 0.900.